From a dataset of Forward reaction prediction with 1.9M reactions from USPTO patents (1976-2016). Predict the product of the given reaction. (1) Given the reactants C[O:2][C:3]1[C:8]2[C:9]([C:21]3[CH:26]=[CH:25][C:24]([S:27]([NH2:30])(=[O:29])=[O:28])=[CH:23][CH:22]=3)=[N:10][N:11]([CH2:12][C:13]3[CH:18]=[CH:17][C:16]([O:19][CH3:20])=[CH:15][CH:14]=3)[C:7]=2[CH:6]=[CH:5][N:4]=1.[I-].[Na+].Cl[Si](C)(C)C.C(=O)([O-])O.[Na+], predict the reaction product. The product is: [CH3:20][O:19][C:16]1[CH:15]=[CH:14][C:13]([CH2:12][N:11]2[C:7]3[CH:6]=[CH:5][NH:4][C:3](=[O:2])[C:8]=3[C:9]([C:21]3[CH:26]=[CH:25][C:24]([S:27]([NH2:30])(=[O:29])=[O:28])=[CH:23][CH:22]=3)=[N:10]2)=[CH:18][CH:17]=1. (2) Given the reactants [CH2:1]([O:5][CH2:6][CH2:7][O:8][C:9]1[CH:14]=[CH:13][C:12]([C:15]2[CH:16]=[CH:17][C:18]3[N:25]([CH2:26][CH:27]([CH3:29])[CH3:28])[CH2:24][CH2:23][CH2:22][C:21]([C:30](O)=[O:31])=[CH:20][C:19]=3[CH:33]=2)=[CH:11][CH:10]=1)[CH2:2][CH2:3][CH3:4].CN(C=O)C.S(Cl)(Cl)=O.[CH3:43][C:44]1[CH:45]=[C:46]([CH:48]=[CH:49][C:50]=1[S:51][CH2:52][C:53]1[N:57]([CH2:58][CH2:59][CH3:60])[CH:56]=[N:55][C:54]=1[CH3:61])[NH2:47], predict the reaction product. The product is: [CH2:1]([O:5][CH2:6][CH2:7][O:8][C:9]1[CH:10]=[CH:11][C:12]([C:15]2[CH:16]=[CH:17][C:18]3[N:25]([CH2:26][CH:27]([CH3:28])[CH3:29])[CH2:24][CH2:23][CH2:22][C:21]([C:30]([NH:47][C:46]4[CH:48]=[CH:49][C:50]([S:51][CH2:52][C:53]5[N:57]([CH2:58][CH2:59][CH3:60])[CH:56]=[N:55][C:54]=5[CH3:61])=[C:44]([CH3:43])[CH:45]=4)=[O:31])=[CH:20][C:19]=3[CH:33]=2)=[CH:13][CH:14]=1)[CH2:2][CH2:3][CH3:4]. (3) Given the reactants [H][H].[N+:3]([C:6]1[CH:11]=[CH:10][CH:9]=[CH:8][C:7]=1[C:12]1[O:16][C:15]([NH2:17])=[N:14][N:13]=1)([O-])=O, predict the reaction product. The product is: [NH2:3][C:6]1[CH:11]=[CH:10][CH:9]=[CH:8][C:7]=1[C:12]1[O:16][C:15]([NH2:17])=[N:14][N:13]=1. (4) Given the reactants [CH3:1][O:2][C:3]1[CH:8]=[C:7]([N:9]2[CH2:14][CH2:13][NH:12][CH2:11][CH2:10]2)[CH:6]=[CH:5][C:4]=1[NH:15][C:16]([C:18]1[C:22]2[C:23](=[O:27])[NH:24][CH2:25][CH2:26][C:21]=2[O:20][CH:19]=1)=[O:17].C(N(CC)CC)C.[C:35](Cl)(=[O:37])[CH3:36], predict the reaction product. The product is: [C:35]([N:12]1[CH2:11][CH2:10][N:9]([C:7]2[CH:6]=[CH:5][C:4]([NH:15][C:16]([C:18]3[C:22]4[C:23](=[O:27])[NH:24][CH2:25][CH2:26][C:21]=4[O:20][CH:19]=3)=[O:17])=[C:3]([O:2][CH3:1])[CH:8]=2)[CH2:14][CH2:13]1)(=[O:37])[CH3:36]. (5) Given the reactants [N-]=[N+]=[N-].[N:4]([C@H:7]1[CH2:12][CH2:11][CH2:10][C@:9]([O:14][Si:15]([C:18]([CH3:21])([CH3:20])[CH3:19])([CH3:17])[CH3:16])([CH3:13])[C@@H:8]1[OH:22])=[N+]=[N-].[H][H], predict the reaction product. The product is: [NH2:4][C@H:7]1[CH2:12][CH2:11][CH2:10][C@:9]([O:14][Si:15]([C:18]([CH3:21])([CH3:20])[CH3:19])([CH3:16])[CH3:17])([CH3:13])[C@@H:8]1[OH:22]. (6) Given the reactants [BH4-].[Na+].[NH2:3][CH2:4][CH2:5][CH2:6][CH2:7][CH2:8][CH2:9][CH2:10][CH2:11][CH2:12][CH2:13][CH2:14][P:15]([CH2:20][P:21](=[O:24])([OH:23])[OH:22])([O:17]CC)=[O:16], predict the reaction product. The product is: [NH2:3][CH2:4][CH2:5][CH2:6][CH2:7][CH2:8][CH2:9][CH2:10][CH2:11][CH2:12][CH2:13][CH2:14][P:15]([CH2:20][P:21](=[O:22])([OH:23])[OH:24])([OH:17])=[O:16]. (7) The product is: [CH2:26]([C:3](=[CH:4][CH2:5][C:6]1[C:14]([OH:15])=[C:13]2[C:9](=[C:8]([CH3:23])[C:7]=1[O:24][CH3:25])[CH2:10][O:11][C:12]2=[O:22])[CH2:2][P:30](=[O:29])([OH:33])[OH:31])[CH3:27]. Given the reactants Br[CH2:2][C:3]([CH2:26][CH3:27])=[CH:4][CH2:5][C:6]1[C:14]([O:15]CC[Si](C)(C)C)=[C:13]2[C:9]([CH2:10][O:11][C:12]2=[O:22])=[C:8]([CH3:23])[C:7]=1[O:24][CH3:25].C[O:29][P:30]([O:33]C)[O:31]C.C[Si](Br)(C)C.N1C(C)=CC=CC=1C, predict the reaction product. (8) Given the reactants [BrH:1].C[O:3][C:4]1[CH:5]=[C:6]2[C:11](=[C:12]3[CH2:16][C:15]([CH3:18])([CH3:17])[O:14][C:13]=13)[C:10]([C:19]1[CH:24]=[CH:23][CH:22]=[CH:21][CH:20]=1)=[N:9][C:8]([CH3:26])([CH3:25])[CH2:7]2, predict the reaction product. The product is: [BrH:1].[CH3:25][C:8]1([CH3:26])[CH2:7][C:6]2[C:11](=[C:12]3[CH2:16][C:15]([CH3:17])([CH3:18])[O:14][C:13]3=[C:4]([OH:3])[CH:5]=2)[C:10]([C:19]2[CH:20]=[CH:21][CH:22]=[CH:23][CH:24]=2)=[N:9]1. (9) Given the reactants [F:1][C:2]1[CH:7]=[CH:6][CH:5]=[C:4]([OH:8])[C:3]=1[C:9](=[O:11])[CH3:10].[CH3:12][N:13]([CH3:17])[C:14](Cl)=[S:15].C1N2CCN(CC2)C1, predict the reaction product. The product is: [C:9]([C:3]1[C:2]([F:1])=[CH:7][CH:6]=[CH:5][C:4]=1[O:8][C:14](=[S:15])[N:13]([CH3:17])[CH3:12])(=[O:11])[CH3:10].